From a dataset of CYP2C19 inhibition data for predicting drug metabolism from PubChem BioAssay. Regression/Classification. Given a drug SMILES string, predict its absorption, distribution, metabolism, or excretion properties. Task type varies by dataset: regression for continuous measurements (e.g., permeability, clearance, half-life) or binary classification for categorical outcomes (e.g., BBB penetration, CYP inhibition). Dataset: cyp2c19_veith. (1) The drug is CCOc1ccc(-n2cc(C(=O)NCc3ccco3)c3cc(OC)c(OC)cc3c2=O)cc1. The result is 0 (non-inhibitor). (2) The compound is Cc1nc2c(C)cccn2c1/C(O)=C1\C(=O)C(=O)N(CCN(C)C)C1c1ccncc1. The result is 0 (non-inhibitor). (3) The molecule is C(=C1\CCCC2=C1Nc1ncnn1C2c1ccccc1)\c1ccccc1. The result is 0 (non-inhibitor). (4) The result is 0 (non-inhibitor). The compound is Nc1ncnc2c1ncn2[C@H]1O[C@@H](CO)[C@@H](O)[C@H]1N. (5) The compound is CC(C)(Oc1ccc(Cl)cc1)C(=O)O. The result is 0 (non-inhibitor). (6) The compound is CS(=O)(=O)O.Cc1ccc(N(CC2=NCCN2)c2cccc(O)c2)cc1. The result is 0 (non-inhibitor). (7) The drug is CCN1C(=O)c2cccc3c(NC(=O)c4cccc(N5C(=O)CCC5=O)c4)ccc1c23. The result is 0 (non-inhibitor).